This data is from Reaction yield outcomes from USPTO patents with 853,638 reactions. The task is: Predict the reaction yield, written as a fraction of the theoretical maximum amount of product (1.0 means a 100% yield; for example, 0.34 means a 34% yield). The reactants are [F:1][C:2]([F:11])([F:10])[C:3]1[C:4]([OH:9])=[N:5][CH:6]=[CH:7][CH:8]=1.OS(O)(=O)=O.[N+:17]([O-])([OH:19])=[O:18]. No catalyst specified. The product is [N+:17]([C:7]1[CH:8]=[C:3]([C:2]([F:1])([F:10])[F:11])[C:4]([OH:9])=[N:5][CH:6]=1)([O-:19])=[O:18]. The yield is 0.780.